From a dataset of Forward reaction prediction with 1.9M reactions from USPTO patents (1976-2016). Predict the product of the given reaction. (1) Given the reactants [F:1][C:2]1([F:30])[CH2:7][CH2:6][N:5]([C:8]([C:10]2[NH:11][C:12]3[C:17]([CH:18]=2)=[CH:16][C:15]([C:19]([N:21]2[CH2:26][CH2:25][CH:24]([N:27]([CH3:29])[CH3:28])[CH2:23][CH2:22]2)=[O:20])=[CH:14][CH:13]=3)=[O:9])[CH2:4][CH2:3]1.[F:31][C:32]([F:43])([F:42])[C:33]1[CH:38]=[CH:37][C:36](B(O)O)=[CH:35][CH:34]=1.N1C=CC=CC=1, predict the reaction product. The product is: [F:30][C:2]1([F:1])[CH2:7][CH2:6][N:5]([C:8]([C:10]2[N:11]([C:36]3[CH:37]=[CH:38][C:33]([C:32]([F:43])([F:42])[F:31])=[CH:34][CH:35]=3)[C:12]3[C:17]([CH:18]=2)=[CH:16][C:15]([C:19]([N:21]2[CH2:26][CH2:25][CH:24]([N:27]([CH3:28])[CH3:29])[CH2:23][CH2:22]2)=[O:20])=[CH:14][CH:13]=3)=[O:9])[CH2:4][CH2:3]1. (2) Given the reactants [CH3:1]I.[NH:3]1[C:10](=[O:11])[CH2:9][C:7](=[O:8])[NH:6][C:4]1=[S:5], predict the reaction product. The product is: [CH3:1][S:5][C:4]1[N:6]=[C:7]([OH:8])[CH:9]=[C:10]([OH:11])[N:3]=1.